From a dataset of Forward reaction prediction with 1.9M reactions from USPTO patents (1976-2016). Predict the product of the given reaction. (1) Given the reactants [NH2:1][CH2:2][C@@H:3]([OH:32])[C@@H:4]([NH:12][C:13](=[O:31])[C:14]1[CH:30]=[CH:29][CH:28]=[C:16]([C:17]([N:19]([CH3:27])[CH2:20][C:21]2[S:22][CH:23]=[C:24]([CH3:26])[N:25]=2)=[O:18])[CH:15]=1)[CH2:5][C:6]1[CH:11]=[CH:10][CH:9]=[CH:8][CH:7]=1.[C:33]([C:36]1[CH:37]=[N:38][CH:39]=[C:40]([CH:43]=1)[CH:41]=O)(=[O:35])[CH3:34], predict the reaction product. The product is: [C:33]([C:36]1[CH:43]=[C:40]([CH2:41][NH:1][CH2:2][C@@H:3]([OH:32])[C@@H:4]([NH:12][C:13](=[O:31])[C:14]2[CH:30]=[CH:29][CH:28]=[C:16]([C:17]([N:19]([CH3:27])[CH2:20][C:21]3[S:22][CH:23]=[C:24]([CH3:26])[N:25]=3)=[O:18])[CH:15]=2)[CH2:5][C:6]2[CH:11]=[CH:10][CH:9]=[CH:8][CH:7]=2)[CH:39]=[N:38][CH:37]=1)(=[O:35])[CH3:34]. (2) Given the reactants [Si:1]([O:8][C:9]1[CH:10]=[C:11]([C:15]2[N:16]=[C:17]([N:24]3[CH2:29][CH2:28][O:27][CH2:26][CH2:25]3)[C:18]3[S:23][CH:22]=[CH:21][C:19]=3[N:20]=2)[CH:12]=[CH:13][CH:14]=1)([C:4]([CH3:7])([CH3:6])[CH3:5])([CH3:3])[CH3:2].[Li]CCCC.[C:35]([NH:42][CH2:43][CH2:44]Br)([O:37][C:38]([CH3:41])([CH3:40])[CH3:39])=[O:36], predict the reaction product. The product is: [Si:1]([O:8][C:9]1[CH:10]=[C:11]([C:15]2[N:16]=[C:17]([N:24]3[CH2:25][CH2:26][O:27][CH2:28][CH2:29]3)[C:18]3[S:23][C:22]([CH2:44][CH2:43][NH:42][C:35](=[O:36])[O:37][C:38]([CH3:41])([CH3:40])[CH3:39])=[CH:21][C:19]=3[N:20]=2)[CH:12]=[CH:13][CH:14]=1)([C:4]([CH3:6])([CH3:7])[CH3:5])([CH3:2])[CH3:3]. (3) Given the reactants [N:1]1([C:7]2[CH:12]=[CH:11][C:10]([NH:13][C:14]3[C:23]4[C:18](=[CH:19][CH:20]=[C:21]([C:24]5[O:28][C:27]([CH:29]=[O:30])=[CH:26][CH:25]=5)[CH:22]=4)[N:17]=[CH:16][N:15]=3)=[CH:9][CH:8]=2)[CH2:6][CH2:5][O:4][CH2:3][CH2:2]1.C(O[BH-](OC(=O)C)OC(=O)C)(=O)C.[Na+], predict the reaction product. The product is: [N:1]1([C:7]2[CH:8]=[CH:9][C:10]([NH:13][C:14]3[C:23]4[C:18](=[CH:19][CH:20]=[C:21]([C:24]5[O:28][C:27]([CH2:29][OH:30])=[CH:26][CH:25]=5)[CH:22]=4)[N:17]=[CH:16][N:15]=3)=[CH:11][CH:12]=2)[CH2:2][CH2:3][O:4][CH2:5][CH2:6]1. (4) Given the reactants [NH2:1][CH2:2][CH2:3][CH2:4][N:5]([CH3:23])[CH2:6][C:7]([NH:9][C:10]1[CH:15]=[CH:14][C:13]([O:16][C:17]2[CH:22]=[CH:21][CH:20]=[CH:19][CH:18]=2)=[CH:12][CH:11]=1)=[O:8].[CH:24]([C:26]1[CH:35]=[CH:34][C:29]([C:30]([O:32][CH3:33])=[O:31])=[CH:28][CH:27]=1)=O.C(N(C(C)C)CC)(C)C.[BH4-].[Na+], predict the reaction product. The product is: [CH3:23][N:5]([CH2:6][C:7](=[O:8])[NH:9][C:10]1[CH:15]=[CH:14][C:13]([O:16][C:17]2[CH:22]=[CH:21][CH:20]=[CH:19][CH:18]=2)=[CH:12][CH:11]=1)[CH2:4][CH2:3][CH2:2][NH:1][CH2:24][C:26]1[CH:35]=[CH:34][C:29]([C:30]([O:32][CH3:33])=[O:31])=[CH:28][CH:27]=1. (5) The product is: [CH2:1]([O:4][C:5]([C:7]1[N:8]([N:13]([C:21](=[O:22])[CH2:20][C:27]([O:28][CH3:33])=[O:30])[CH2:14][CH2:15][CH:16]([CH3:18])[CH3:17])[CH:9]=[C:10]([F:12])[CH:11]=1)=[O:6])[CH:2]=[CH2:3].[CH2:1]([O:4][C:5]([C:7]1[N:8]([N:13]([C:21](=[O:22])[CH2:37][C:36]([O:35][CH2:34][CH3:33])=[O:28])[CH2:14][CH2:15][CH:16]([CH3:18])[CH3:17])[CH:9]=[C:10]([F:12])[CH:11]=1)=[O:6])[CH:2]=[CH2:3]. Given the reactants [CH2:1]([O:4][C:5]([C:7]1[N:8]([NH:13][CH2:14][CH2:15][CH:16]([CH3:18])[CH3:17])[CH:9]=[C:10]([F:12])[CH:11]=1)=[O:6])[CH:2]=[CH2:3].C[CH:20](C(Cl)=O)[C:21](Cl)=[O:22].[C:27](=[O:30])(O)[O-:28].[Na+].O1[CH2:37][CH2:36][O:35][CH2:34][CH2:33]1, predict the reaction product. (6) Given the reactants CCN(C(C)C)C(C)C.C1C=CC2N(O)N=NC=2C=1.CCN=C=NCCCN(C)C.[F:31][C:32]1[CH:37]=[CH:36][C:35]([C:38]2[NH:42][N:41]=[C:40]([C:43]([OH:45])=O)[CH:39]=2)=[CH:34][CH:33]=1.FC1C=C(C(=O)C)C=CC=1.Cl.[NH2:57][CH2:58][C:59]([N:61]1[CH2:66][CH2:65][N:64]([C:67](=[O:79])[C:68]2[CH:73]=[C:72]([F:74])[CH:71]=[CH:70][C:69]=2[C:75]([F:78])([F:77])[F:76])[CH2:63][CH2:62]1)=[O:60].FC1C=CC(C(F)(F)F)=C(C=1)C(O)=O, predict the reaction product. The product is: [F:74][C:72]1[CH:71]=[CH:70][C:69]([C:75]([F:77])([F:76])[F:78])=[C:68]([CH:73]=1)[C:67]([N:64]1[CH2:65][CH2:66][N:61]([C:59](=[O:60])[CH2:58][NH:57][C:43]([C:40]2[CH:39]=[C:38]([C:35]3[CH:34]=[CH:33][C:32]([F:31])=[CH:37][CH:36]=3)[NH:42][N:41]=2)=[O:45])[CH2:62][CH2:63]1)=[O:79].